From a dataset of Forward reaction prediction with 1.9M reactions from USPTO patents (1976-2016). Predict the product of the given reaction. (1) Given the reactants [O:1]1[CH:3]2[CH2:4][CH2:5][CH2:6][CH2:7][CH2:8][CH2:9][CH2:10][CH2:11][CH2:12][CH2:13][CH:2]12, predict the reaction product. The product is: [C:2]1(=[O:1])[CH2:13][CH2:12][CH2:11][CH2:10][CH2:9][CH2:8][CH2:7][CH2:6][CH2:5][CH2:4][CH2:3]1. (2) Given the reactants [NH:1]1[CH:5]=[CH:4][C:3]([CH:6]=O)=[CH:2]1.[CH3:8][C:9]1[C:13]([N+:14]([O-:16])=[O:15])=[C:12]([CH3:17])[O:11][N:10]=1.N1CCCCC1, predict the reaction product. The product is: [NH:1]1[CH:5]=[CH:4][C:3]([CH:6]=[CH:17][C:12]2[O:11][N:10]=[C:9]([CH3:8])[C:13]=2[N+:14]([O-:16])=[O:15])=[CH:2]1. (3) The product is: [ClH:1].[Cl:25][C:26]1[CH:31]=[C:30]([F:32])[CH:29]=[CH:28][C:27]=1[O:33][C:2]1[C:11]([C:12]([NH:14][C:15]2[CH:16]=[CH:17][C:18]([C:21]([OH:23])=[O:22])=[N:19][CH:20]=2)=[O:13])=[CH:10][C:9]2[C:4](=[CH:5][CH:6]=[CH:7][CH:8]=2)[N:3]=1. Given the reactants [Cl:1][C:2]1[C:11]([C:12]([NH:14][C:15]2[CH:16]=[CH:17][C:18]([C:21]([O:23]C)=[O:22])=[N:19][CH:20]=2)=[O:13])=[CH:10][C:9]2[C:4](=[CH:5][CH:6]=[CH:7][CH:8]=2)[N:3]=1.[Cl:25][C:26]1[CH:31]=[C:30]([F:32])[CH:29]=[CH:28][C:27]=1[OH:33].C(=O)([O-])[O-].[K+].[K+].[OH-].[Li+], predict the reaction product.